Predict the reactants needed to synthesize the given product. From a dataset of Full USPTO retrosynthesis dataset with 1.9M reactions from patents (1976-2016). Given the product [N+:11]([C:4]1[CH:3]=[C:2]([N:14]2[CH2:19][CH2:18][NH:17][CH:16]3[CH2:20][S:21](=[O:24])(=[O:23])[CH2:22][CH:15]23)[C:10]2[O:9][CH:8]=[CH:7][C:6]=2[CH:5]=1)([O-:13])=[O:12], predict the reactants needed to synthesize it. The reactants are: I[C:2]1[C:10]2[O:9][CH:8]=[CH:7][C:6]=2[CH:5]=[C:4]([N+:11]([O-:13])=[O:12])[CH:3]=1.[NH:14]1[CH2:19][CH2:18][NH:17][CH:16]2[CH2:20][S:21](=[O:24])(=[O:23])[CH2:22][CH:15]12.CC1(C)C2C(=C(P(C3C=CC=CC=3)C3C=CC=CC=3)C=CC=2)OC2C(P(C3C=CC=CC=3)C3C=CC=CC=3)=CC=CC1=2.C([O-])([O-])=O.[Cs+].[Cs+].